Dataset: NCI-60 drug combinations with 297,098 pairs across 59 cell lines. Task: Regression. Given two drug SMILES strings and cell line genomic features, predict the synergy score measuring deviation from expected non-interaction effect. (1) Drug 1: CN1CCC(CC1)COC2=C(C=C3C(=C2)N=CN=C3NC4=C(C=C(C=C4)Br)F)OC. Drug 2: CC1=CC2C(CCC3(C2CCC3(C(=O)C)OC(=O)C)C)C4(C1=CC(=O)CC4)C. Cell line: UO-31. Synergy scores: CSS=20.9, Synergy_ZIP=-4.47, Synergy_Bliss=0.379, Synergy_Loewe=-18.5, Synergy_HSA=1.25. (2) Drug 1: CN1C2=C(C=C(C=C2)N(CCCl)CCCl)N=C1CCCC(=O)O.Cl. Drug 2: COC1=C2C(=CC3=C1OC=C3)C=CC(=O)O2. Cell line: MDA-MB-435. Synergy scores: CSS=-5.93, Synergy_ZIP=2.01, Synergy_Bliss=-1.24, Synergy_Loewe=-3.39, Synergy_HSA=-4.91. (3) Drug 1: C1=CC=C(C(=C1)C(C2=CC=C(C=C2)Cl)C(Cl)Cl)Cl. Drug 2: C1=NC2=C(N=C(N=C2N1C3C(C(C(O3)CO)O)F)Cl)N. Cell line: SNB-19. Synergy scores: CSS=36.6, Synergy_ZIP=-2.50, Synergy_Bliss=-0.0369, Synergy_Loewe=-13.5, Synergy_HSA=2.96. (4) Drug 1: C1CCN(CC1)CCOC2=CC=C(C=C2)C(=O)C3=C(SC4=C3C=CC(=C4)O)C5=CC=C(C=C5)O. Drug 2: CCC(=C(C1=CC=CC=C1)C2=CC=C(C=C2)OCCN(C)C)C3=CC=CC=C3.C(C(=O)O)C(CC(=O)O)(C(=O)O)O. Cell line: A498. Synergy scores: CSS=3.88, Synergy_ZIP=-3.77, Synergy_Bliss=-5.68, Synergy_Loewe=-2.93, Synergy_HSA=-2.89. (5) Drug 1: C1CC2CC3=C(CC1C24CN(S(=O)(=O)N4)CC(F)(F)F)C=CC(=C3)C=CCN5CCC(CC5)C(F)(F)F. Drug 2: CCC1(CC2CC(C3=C(CCN(C2)C1)C4=CC=CC=C4N3)(C5=C(C=C6C(=C5)C78CCN9C7C(C=CC9)(C(C(C8N6C)(C(=O)OC)O)OC(=O)C)CC)OC)C(=O)OC)O. Cell line: NCI-H460. Synergy scores: CSS=63.2, Synergy_ZIP=4.64, Synergy_Bliss=4.32, Synergy_Loewe=-1.34, Synergy_HSA=7.62. (6) Drug 1: CN(C)N=NC1=C(NC=N1)C(=O)N. Drug 2: CN(C(=O)NC(C=O)C(C(C(CO)O)O)O)N=O. Cell line: MDA-MB-435. Synergy scores: CSS=-10.7, Synergy_ZIP=0.666, Synergy_Bliss=-7.57, Synergy_Loewe=-11.4, Synergy_HSA=-12.0. (7) Drug 1: C1=CC(=C2C(=C1NCCNCCO)C(=O)C3=C(C=CC(=C3C2=O)O)O)NCCNCCO. Drug 2: CC1CCC2CC(C(=CC=CC=CC(CC(C(=O)C(C(C(=CC(C(=O)CC(OC(=O)C3CCCCN3C(=O)C(=O)C1(O2)O)C(C)CC4CCC(C(C4)OC)OCCO)C)C)O)OC)C)C)C)OC. Cell line: A498. Synergy scores: CSS=45.5, Synergy_ZIP=3.65, Synergy_Bliss=3.72, Synergy_Loewe=6.81, Synergy_HSA=10.1. (8) Drug 1: CN(CCCl)CCCl.Cl. Drug 2: CCN(CC)CCCC(C)NC1=C2C=C(C=CC2=NC3=C1C=CC(=C3)Cl)OC. Cell line: HT29. Synergy scores: CSS=33.2, Synergy_ZIP=-5.49, Synergy_Bliss=-0.941, Synergy_Loewe=-2.77, Synergy_HSA=0.488. (9) Drug 1: CCC1(CC2CC(C3=C(CCN(C2)C1)C4=CC=CC=C4N3)(C5=C(C=C6C(=C5)C78CCN9C7C(C=CC9)(C(C(C8N6C)(C(=O)OC)O)OC(=O)C)CC)OC)C(=O)OC)O.OS(=O)(=O)O. Drug 2: C1CN(CCN1C(=O)CCBr)C(=O)CCBr. Cell line: NCIH23. Synergy scores: CSS=26.7, Synergy_ZIP=-2.25, Synergy_Bliss=-0.131, Synergy_Loewe=0.644, Synergy_HSA=-0.0976.